This data is from Reaction yield outcomes from USPTO patents with 853,638 reactions. The task is: Predict the reaction yield, written as a fraction of the theoretical maximum amount of product (1.0 means a 100% yield; for example, 0.34 means a 34% yield). (1) The reactants are [Cl:1][C:2]1[N:7]=[C:6]([C:8]2[S:12][C:11]([CH:13]([CH3:15])[CH3:14])=[N:10][C:9]=2[C:16]2[CH:17]=[C:18]([CH:20]=[CH:21][CH:22]=2)[NH2:19])[CH:5]=[CH:4][N:3]=1.[S:23]1[CH:27]=[CH:26][CH:25]=[C:24]1[S:28](Cl)(=[O:30])=[O:29]. No catalyst specified. The product is [Cl:1][C:2]1[N:7]=[C:6]([C:8]2[S:12][C:11]([CH:13]([CH3:15])[CH3:14])=[N:10][C:9]=2[C:16]2[CH:17]=[C:18]([NH:19][S:28]([C:24]3[S:23][CH:27]=[CH:26][CH:25]=3)(=[O:30])=[O:29])[CH:20]=[CH:21][CH:22]=2)[CH:5]=[CH:4][N:3]=1. The yield is 0.878. (2) The reactants are [CH2:1]1[CH2:6][CH2:5][C:4]([CH2:11][NH2:12])([CH2:7][C:8]([OH:10])=[O:9])[CH2:3][CH2:2]1.[CH2:13](O)[CH:14]=[CH2:15].S(Cl)([Cl:19])=O. The yield is 0.880. The catalyst is C(OCC)C. The product is [ClH:19].[NH2:12][CH2:11][C:4]1([CH2:7][C:8]([O:10][CH2:15][CH:14]=[CH2:13])=[O:9])[CH2:3][CH2:2][CH2:1][CH2:6][CH2:5]1. (3) The reactants are Cl.[F:2][C:3]1[CH:4]=[N:5][N:6]([C:8]([NH2:10])=[NH:9])[CH:7]=1.C[O-].[Na+].C([O:16][CH:17]=[C:18]([C:24](OCC)=O)[C:19]([O:21][CH2:22][CH3:23])=[O:20])C. The catalyst is CCO. The product is [F:2][C:3]1[CH:4]=[N:5][N:6]([C:8]2[N:10]=[C:17]([OH:16])[C:18]([C:19]([O:21][CH2:22][CH3:23])=[O:20])=[CH:24][N:9]=2)[CH:7]=1. The yield is 0.610. (4) The reactants are [CH3:1][C:2]1[O:6][N:5]=[C:4]([C:7]2[CH:12]=[CH:11][CH:10]=[CH:9][CH:8]=2)[C:3]=1[CH2:13][O:14][C:15]1[CH:23]=[CH:22][C:18]([C:19]([OH:21])=O)=[CH:17][N:16]=1.[NH2:24][CH2:25][C:26]([CH3:30])([CH3:29])[CH2:27][OH:28]. No catalyst specified. The product is [OH:28][CH2:27][C:26]([CH3:30])([CH3:29])[CH2:25][NH:24][C:19](=[O:21])[C:18]1[CH:22]=[CH:23][C:15]([O:14][CH2:13][C:3]2[C:4]([C:7]3[CH:8]=[CH:9][CH:10]=[CH:11][CH:12]=3)=[N:5][O:6][C:2]=2[CH3:1])=[N:16][CH:17]=1. The yield is 0.590. (5) The reactants are C([NH:5][S:6]([C:9]1[S:10][C:11]([C:14]2[CH:19]=[C:18]([C:20]3[N:25]=[C:24]([C:26]4[CH:31]=[CH:30][C:29]([Cl:32])=[CH:28][C:27]=4Cl)[CH:23]=[C:22]([CH3:34])[N:21]=3)[CH:17]=[CH:16][N:15]=2)=[CH:12][CH:13]=1)(=[O:8])=[O:7])(C)(C)C.C(O)(C(F)(F)F)=O.[Cl:42]CCl. No catalyst specified. The product is [Cl:42][C:28]1[CH:27]=[C:26]([C:24]2[CH:23]=[C:22]([CH3:34])[N:21]=[C:20]([C:18]3[CH:17]=[CH:16][N:15]=[C:14]([C:11]4[S:10][C:9]([S:6]([NH2:5])(=[O:8])=[O:7])=[CH:13][CH:12]=4)[CH:19]=3)[N:25]=2)[CH:31]=[CH:30][C:29]=1[Cl:32]. The yield is 0.0500.